Dataset: Full USPTO retrosynthesis dataset with 1.9M reactions from patents (1976-2016). Task: Predict the reactants needed to synthesize the given product. (1) Given the product [Br:1][C:2]1[CH:8]=[C:7]([N:9]2[CH2:13][CH2:12][C:11]([C:18]3[CH:19]=[C:20]([Cl:25])[CH:21]=[C:22]([Cl:24])[CH:23]=3)([C:14]([F:15])([F:16])[F:17])[CH2:10]2)[CH:6]=[CH:5][C:3]=1[N:4]1[CH:40]=[N:38][N:37]=[N:36]1, predict the reactants needed to synthesize it. The reactants are: [Br:1][C:2]1[CH:8]=[C:7]([N:9]2[CH2:13][CH2:12][C:11]([C:18]3[CH:23]=[C:22]([Cl:24])[CH:21]=[C:20]([Cl:25])[CH:19]=3)([C:14]([F:17])([F:16])[F:15])[CH2:10]2)[CH:6]=[CH:5][C:3]=1[NH2:4].C(OCC)(OCC)OCC.[N-:36]=[N+:37]=[N-:38].[Na+].[C:40](O)(=O)C. (2) Given the product [CH2:25]([O:23][C:22]([C:21]1[C:4]2[O:3][B:2]([OH:1])[CH:7]([NH:8][C:9](=[O:17])[CH2:10][CH2:11][NH:12][S:13]([CH3:16])(=[O:15])=[O:14])[CH2:6][C:5]=2[CH:18]=[CH:19][CH:20]=1)=[O:24])[CH3:26], predict the reactants needed to synthesize it. The reactants are: [OH:1][B:2]1[CH:7]([NH:8][C:9](=[O:17])[CH2:10][CH2:11][NH:12][S:13]([CH3:16])(=[O:15])=[O:14])[CH2:6][C:5]2[CH:18]=[CH:19][CH:20]=[C:21]([C:22]([OH:24])=[O:23])[C:4]=2[O:3]1.[CH2:25](O)[CH3:26].